This data is from Reaction yield outcomes from USPTO patents with 853,638 reactions. The task is: Predict the reaction yield, written as a fraction of the theoretical maximum amount of product (1.0 means a 100% yield; for example, 0.34 means a 34% yield). (1) The reactants are Br[CH2:2][C:3]1[CH:4]=[C:5]2[C:10](=[CH:11][CH:12]=1)[N:9]=[CH:8][CH:7]=[CH:6]2.[C-:13]#[N:14].[Na+]. The catalyst is C(O)C. The product is [N:9]1[C:10]2[C:5](=[CH:4][C:3]([CH2:2][C:13]#[N:14])=[CH:12][CH:11]=2)[CH:6]=[CH:7][CH:8]=1. The yield is 0.0800. (2) The reactants are [CH2:1]([O:3][C:4](=[O:15])[CH:5]=[CH:6][C:7]1[CH:12]=[C:11]([Cl:13])[CH:10]=[CH:9][C:8]=1[NH2:14])[CH3:2].[C:16]([O:20][C:21]([N:23]1[CH2:28][CH2:27][C:26](=O)[CH2:25][CH2:24]1)=[O:22])([CH3:19])([CH3:18])[CH3:17].C(O[BH-](OC(=O)C)OC(=O)C)(=O)C.[Na+].C(O)(=O)C.C([O-])(O)=O.[Na+]. The catalyst is C(Cl)Cl. The product is [C:16]([O:20][C:21]([N:23]1[CH2:28][CH2:27][CH:26]([NH:14][C:8]2[CH:9]=[CH:10][C:11]([Cl:13])=[CH:12][C:7]=2[CH:6]=[CH:5][C:4]([O:3][CH2:1][CH3:2])=[O:15])[CH2:25][CH2:24]1)=[O:22])([CH3:19])([CH3:17])[CH3:18]. The yield is 0.660. (3) The reactants are [Cl:1][C:2]1[CH:3]=[C:4]2[C:9](=[CH:10][C:11]=1F)[O:8][CH:7]([C:13]([F:16])([F:15])[F:14])[C:6]([C:17]([O:19][CH2:20][CH3:21])=[O:18])=[CH:5]2.[CH2:22]([NH2:26])[CH2:23][CH2:24][CH3:25].C([O-])([O-])=O.[K+].[K+]. The catalyst is CN(C=O)C. The product is [Cl:1][C:2]1[CH:3]=[C:4]2[C:9](=[CH:10][C:11]=1[NH:26][CH2:22][CH2:23][CH2:24][CH3:25])[O:8][CH:7]([C:13]([F:16])([F:15])[F:14])[C:6]([C:17]([O:19][CH2:20][CH3:21])=[O:18])=[CH:5]2. The yield is 0.790. (4) The reactants are [NH:1]1[C:9]2[C:4](=[CH:5][C:6]([CH:10]=[O:11])=[CH:7][CH:8]=2)[CH:3]=[N:2]1.[Cl:12]N1C(=O)CCC1=O. The product is [Cl:12][C:3]1[C:4]2[C:9](=[CH:8][CH:7]=[C:6]([CH:10]=[O:11])[CH:5]=2)[NH:1][N:2]=1. The yield is 0.540. The catalyst is C(#N)C.